This data is from Full USPTO retrosynthesis dataset with 1.9M reactions from patents (1976-2016). The task is: Predict the reactants needed to synthesize the given product. (1) Given the product [F:16][C:10]([F:17])([CH:1]([OH:8])[C:2]1[CH:7]=[CH:6][CH:5]=[CH:4][CH:3]=1)[C:11]([O:13][CH2:14][CH3:15])=[O:12], predict the reactants needed to synthesize it. The reactants are: [CH:1](=[O:8])[C:2]1[CH:7]=[CH:6][CH:5]=[CH:4][CH:3]=1.Br[C:10]([F:17])([F:16])[C:11]([O:13][CH2:14][CH3:15])=[O:12].Cl. (2) Given the product [CH2:8]([C@@:15]([NH:23][C:24]([O:26][C:27]([CH3:30])([CH3:29])[CH3:28])=[O:25])([CH2:20][CH:21]=[CH2:22])[CH2:16][C:17]([O:19][CH3:1])=[O:18])[C:9]1[CH:10]=[CH:11][CH:12]=[CH:13][CH:14]=1, predict the reactants needed to synthesize it. The reactants are: [CH3:1][Si](C=[N+]=[N-])(C)C.[CH2:8]([C@@:15]([NH:23][C:24]([O:26][C:27]([CH3:30])([CH3:29])[CH3:28])=[O:25])([CH2:20][CH:21]=[CH2:22])[CH2:16][C:17]([OH:19])=[O:18])[C:9]1[CH:14]=[CH:13][CH:12]=[CH:11][CH:10]=1. (3) Given the product [OH:71][CH2:72][C@@H:73]([C@@H:74](/[CH:35]=[CH:36]/[CH2:37][CH2:38][CH2:39][CH2:40][CH2:41][CH2:42][CH2:43][CH2:44][CH2:45][CH2:46][CH2:47][CH2:48][CH3:49])[OH:75])[NH2:26], predict the reactants needed to synthesize it. The reactants are: C[C@@H](NC)[C@H]1O[C@H](O[C@H]2[C@H](O)[C@@H](O[C@H]3OC[C@@](O)(C)[C@H]([NH:26]C)[C@H]3O)[C@H](N)C[C@@H]2N)[C@H](N)CC1.C[C@@H:35]1[C@@H:74]([OH:75])[C@@H:73](C)[C@H:72](C)[O:71]C(=O)C[C@H](O)C[C@H](O)CC[C@@H](O)[C@H](O)C[C@H](O)C[C@@]2(O)O[C@H]([C@H](C(O)=O)[C@@H](O)C2)C[C@@H](O[C@@H]2O[C@H](C)[C@@H](O)[C@H](N)[C@@H]2O)[CH:49]=[CH:48][CH:47]=[CH:46][CH:45]=[CH:44][CH:43]=[CH:42][CH:41]=[CH:40][CH:39]=[CH:38][CH:37]=[CH:36]1.C(=O)=O. (4) Given the product [Br:7][C:8]1[CH:13]=[CH:12][C:11]([CH:14]2[CH2:19][C:18]([CH3:1])([S:20]([C:23]3[CH:28]=[CH:27][CH:26]=[C:25]([C:29]([F:32])([F:30])[F:31])[CH:24]=3)(=[O:21])=[O:22])[CH2:17][CH2:16][O:15]2)=[CH:10][N:9]=1, predict the reactants needed to synthesize it. The reactants are: [CH3:1]C([O-])(C)C.[K+].[Br:7][C:8]1[CH:13]=[CH:12][C:11]([CH:14]2[CH2:19][CH:18]([S:20]([C:23]3[CH:28]=[CH:27][CH:26]=[C:25]([C:29]([F:32])([F:31])[F:30])[CH:24]=3)(=[O:22])=[O:21])[CH2:17][CH2:16][O:15]2)=[CH:10][N:9]=1. (5) The reactants are: [OH-].[Al+3].[Li+].[OH-].[OH-].[OH-].[Br:7][C:8]1[CH:17]=[C:16]2[C:11]([CH:12]([CH3:18])[O:13][C:14]2=[O:15])=[CH:10][CH:9]=1.O.[OH-].[Na+]. Given the product [Br:7][C:8]1[CH:9]=[CH:10][C:11]([CH:12]([OH:13])[CH3:18])=[C:16]([CH2:14][OH:15])[CH:17]=1, predict the reactants needed to synthesize it. (6) The reactants are: [NH2:1][CH2:2][C:3]1[O:7][C:6]([C:8]2[CH:9]=[C:10]([CH2:16][CH3:17])[C:11](=[O:15])[NH:12][C:13]=2[CH3:14])=[CH:5][CH:4]=1.[C:18](Cl)(=[O:20])[CH3:19]. Given the product [CH2:16]([C:10]1[C:11](=[O:15])[NH:12][C:13]([CH3:14])=[C:8]([C:6]2[O:7][C:3]([CH2:2][NH:1][C:18](=[O:20])[CH3:19])=[CH:4][CH:5]=2)[CH:9]=1)[CH3:17], predict the reactants needed to synthesize it. (7) Given the product [C:7]([N:10]1[C:19]2[C:14](=[CH:15][C:16]([C:22]3[CH:23]=[N:24][N:25]([CH:27]4[CH2:28][CH2:29]4)[CH:26]=3)=[C:17]([C:20](=[O:2])[NH2:21])[CH:18]=2)[N:13]([C:30]([O:32][CH:33]([CH3:35])[CH3:34])=[O:31])[CH2:12][C@@H:11]1[CH3:36])(=[O:9])[CH3:8], predict the reactants needed to synthesize it. The reactants are: C(=O)([O-])[O-:2].[K+].[K+].[C:7]([N:10]1[C:19]2[C:14](=[CH:15][C:16]([C:22]3[CH:23]=[N:24][N:25]([CH:27]4[CH2:29][CH2:28]4)[CH:26]=3)=[C:17]([C:20]#[N:21])[CH:18]=2)[N:13]([C:30]([O:32][CH:33]([CH3:35])[CH3:34])=[O:31])[CH2:12][C@@H:11]1[CH3:36])(=[O:9])[CH3:8].OO. (8) The reactants are: [N:1]([CH2:4][CH2:5][N:6]([CH2:16][CH2:17][NH:18][C:19]([O:21][C:22]([CH3:25])([CH3:24])[CH3:23])=[O:20])[CH2:7][CH2:8][NH:9]C(=O)C(F)(F)F)=[N+:2]=[N-:3]. Given the product [NH2:9][CH2:8][CH2:7][N:6]([CH2:5][CH2:4][N:1]=[N+:2]=[N-:3])[CH2:16][CH2:17][NH:18][C:19]([O:21][C:22]([CH3:25])([CH3:24])[CH3:23])=[O:20], predict the reactants needed to synthesize it.